Predict which catalyst facilitates the given reaction. From a dataset of Catalyst prediction with 721,799 reactions and 888 catalyst types from USPTO. (1) Reactant: [Br:1][C:2]1[CH:7]=[CH:6][C:5]([NH:8][C:9]2[C:10]3[CH:18]=[C:17](F)[N:16]=[CH:15][C:11]=3[N:12]=[CH:13][N:14]=2)=[CH:4][C:3]=1[Cl:20].[CH3:21][O:22][C:23]1[CH:30]=[CH:29][C:26]([CH2:27][NH2:28])=[CH:25][CH:24]=1. Product: [Br:1][C:2]1[CH:7]=[CH:6][C:5]([NH:8][C:9]2[C:10]3[CH:18]=[C:17]([NH:28][CH2:27][C:26]4[CH:29]=[CH:30][C:23]([O:22][CH3:21])=[CH:24][CH:25]=4)[N:16]=[CH:15][C:11]=3[N:12]=[CH:13][N:14]=2)=[CH:4][C:3]=1[Cl:20]. The catalyst class is: 16. (2) Reactant: Br[C:2]1[CH:3]=[CH:4][C:5]([NH:8][C:9](=[O:15])[O:10][C:11]([CH3:14])([CH3:13])[CH3:12])=[N:6][CH:7]=1.[Li+].CCC[CH2-].[CH3:21][C:22]([N:26]1[CH2:36][CH2:35][C:29]2([C:33](=[O:34])[NH:32][CH2:31][CH2:30]2)[CH2:28][CH2:27]1)([CH3:25])[CH:23]=[O:24]. Product: [OH:24][CH:23]([C:2]1[CH:3]=[CH:4][C:5]([NH:8][C:9](=[O:15])[O:10][C:11]([CH3:14])([CH3:13])[CH3:12])=[N:6][CH:7]=1)[C:22]([CH3:25])([N:26]1[CH2:27][CH2:28][C:29]2([C:33](=[O:34])[NH:32][CH2:31][CH2:30]2)[CH2:35][CH2:36]1)[CH3:21]. The catalyst class is: 7. (3) Reactant: [CH3:1][C:2]1[C:6]([C:7]2[CH:8]=[C:9](B3OC(C)(C)C(C)(C)O3)[C:10]3[NH:14][C:13](=[O:15])[NH:12][C:11]=3[CH:16]=2)=[C:5]([CH3:26])[O:4][N:3]=1.Br[C:28]1[CH:29]=[C:30]([NH2:37])[CH:31]=[N:32][C:33]=1[CH:34]1[CH2:36][CH2:35]1.COCCOC.C([O-])([O-])=O.[Cs+].[Cs+]. Product: [NH2:37][C:30]1[CH:29]=[C:28]([C:9]2[C:10]3[NH:14][C:13](=[O:15])[NH:12][C:11]=3[CH:16]=[C:7]([C:6]3[C:2]([CH3:1])=[N:3][O:4][C:5]=3[CH3:26])[CH:8]=2)[C:33]([CH:34]2[CH2:36][CH2:35]2)=[N:32][CH:31]=1. The catalyst class is: 6. (4) Reactant: [C:1]([O:5][C:6]([N:8]1[CH2:14][CH2:13][CH2:12][O:11][CH:10]([C:15]([OH:17])=O)[CH2:9]1)=[O:7])([CH3:4])([CH3:3])[CH3:2].[NH2:18][C@H:19]([C:35]#[N:36])[CH2:20][C:21]1[CH:26]=[CH:25][C:24]([C:27]2[CH:32]=[CH:31][C:30]([C:33]#[N:34])=[CH:29][CH:28]=2)=[CH:23][CH:22]=1.C(P1(=O)OP(CCC)(=O)OP(CCC)(=O)O1)CC. Product: [C:35]([C@@H:19]([NH:18][C:15]([CH:10]1[CH2:9][N:8]([C:6]([O:5][C:1]([CH3:2])([CH3:3])[CH3:4])=[O:7])[CH2:14][CH2:13][CH2:12][O:11]1)=[O:17])[CH2:20][C:21]1[CH:26]=[CH:25][C:24]([C:27]2[CH:32]=[CH:31][C:30]([C:33]#[N:34])=[CH:29][CH:28]=2)=[CH:23][CH:22]=1)#[N:36]. The catalyst class is: 3. (5) Reactant: CO.[CH3:3][C:4]1[C:9]([CH:10]=O)=[CH:8][N:7]=[C:6]([NH:12][CH2:13][CH2:14][CH2:15][CH:16]2[CH2:21][CH2:20][N:19]([CH3:22])[CH2:18][CH2:17]2)[N:5]=1.[F:23][C:24]1[C:25]([CH3:32])=[C:26]([NH2:31])[C:27]([NH2:30])=[CH:28][CH:29]=1. Product: [F:23][C:24]1[CH:29]=[CH:28][C:27]2[NH:30][C:10]([C:9]3[C:4]([CH3:3])=[N:5][C:6]([NH:12][CH2:13][CH2:14][CH2:15][CH:16]4[CH2:21][CH2:20][N:19]([CH3:22])[CH2:18][CH2:17]4)=[N:7][CH:8]=3)=[N:31][C:26]=2[C:25]=1[CH3:32]. The catalyst class is: 784. (6) Reactant: [CH:1]([N:14]1[CH2:17][CH:16]([OH:18])[CH2:15]1)([C:8]1[CH:13]=[CH:12][CH:11]=[CH:10][CH:9]=1)[C:2]1[CH:7]=[CH:6][CH:5]=[CH:4][CH:3]=1.N1C=CN=C1.[Si:24](Cl)([C:27]([CH3:30])([CH3:29])[CH3:28])([CH3:26])[CH3:25]. Product: [CH:1]([N:14]1[CH2:17][CH:16]([O:18][Si:24]([C:27]([CH3:30])([CH3:29])[CH3:28])([CH3:26])[CH3:25])[CH2:15]1)([C:8]1[CH:13]=[CH:12][CH:11]=[CH:10][CH:9]=1)[C:2]1[CH:3]=[CH:4][CH:5]=[CH:6][CH:7]=1. The catalyst class is: 31.